From a dataset of Catalyst prediction with 721,799 reactions and 888 catalyst types from USPTO. Predict which catalyst facilitates the given reaction. (1) Reactant: [NH2:1][CH:2]1[CH2:7][CH2:6][N:5]([CH2:8][C:9]2[CH:14]=[CH:13][CH:12]=[CH:11][CH:10]=2)[CH2:4][CH2:3]1.C(N(CC)CC)C.[F:22][C:23]([F:34])([F:33])[C:24](O[C:24](=[O:25])[C:23]([F:34])([F:33])[F:22])=[O:25]. Product: [F:22][C:23]([F:34])([F:33])[C:24]([NH:1][CH:2]1[CH2:7][CH2:6][N:5]([CH2:8][C:9]2[CH:14]=[CH:13][CH:12]=[CH:11][CH:10]=2)[CH2:4][CH2:3]1)=[O:25]. The catalyst class is: 4. (2) Reactant: [NH2:1][C:2]1[CH:3]=[C:4](B(O)O)[CH:5]=[CH:6][CH:7]=1.Br[C:12]1[N:13]=[CH:14][N:15]([C:17]([C:30]2[CH:35]=[CH:34][CH:33]=[CH:32][CH:31]=2)([C:24]2[CH:29]=[CH:28][CH:27]=[CH:26][CH:25]=2)[C:18]2[CH:23]=[CH:22][CH:21]=[CH:20][CH:19]=2)[CH:16]=1.F[B-](F)(F)F.C([PH+](C(C)(C)C)C(C)(C)C)(C)(C)C.[F-].[K+]. Product: [C:17]([N:15]1[CH:16]=[C:12]([C:4]2[CH:3]=[C:2]([CH:7]=[CH:6][CH:5]=2)[NH2:1])[N:13]=[CH:14]1)([C:24]1[CH:25]=[CH:26][CH:27]=[CH:28][CH:29]=1)([C:30]1[CH:35]=[CH:34][CH:33]=[CH:32][CH:31]=1)[C:18]1[CH:23]=[CH:22][CH:21]=[CH:20][CH:19]=1. The catalyst class is: 1. (3) Reactant: [CH3:1][C:2]1[C:10]2[C:9](=[O:11])[NH:8][CH:7]=[N:6][C:5]=2[S:4][C:3]=1[C:12]([OH:14])=O.CCN(C(C)C)C(C)C.[F:24][C:25]1[CH:30]=[CH:29][CH:28]=[CH:27][C:26]=1[N:31]1[CH2:36][CH2:35][NH:34][CH2:33][CH2:32]1.CN(C(ON1N=NC2C=CC=NC1=2)=[N+](C)C)C.F[P-](F)(F)(F)(F)F. Product: [F:24][C:25]1[CH:30]=[CH:29][CH:28]=[CH:27][C:26]=1[N:31]1[CH2:36][CH2:35][N:34]([C:12]([C:3]2[S:4][C:5]3[N:6]=[CH:7][NH:8][C:9](=[O:11])[C:10]=3[C:2]=2[CH3:1])=[O:14])[CH2:33][CH2:32]1. The catalyst class is: 31. (4) Reactant: [H-].[Na+].[CH3:3][C@H:4]1[C@@H:8]([C:9]2[S:10][CH:11]=[C:12]([CH3:14])[N:13]=2)[O:7][C:6](=[O:15])[NH:5]1.Br[CH2:17][C:18]1[CH:23]=[C:22]([C:24]([F:27])([F:26])[F:25])[CH:21]=[CH:20][C:19]=1[C:28]1[CH:33]=[C:32]([CH:34]([CH3:36])[CH3:35])[C:31]([F:37])=[CH:30][C:29]=1[O:38][CH3:39].[NH4+].[Cl-]. Product: [F:37][C:31]1[C:32]([CH:34]([CH3:36])[CH3:35])=[CH:33][C:28]([C:19]2[CH:20]=[CH:21][C:22]([C:24]([F:26])([F:27])[F:25])=[CH:23][C:18]=2[CH2:17][N:5]2[C@@H:4]([CH3:3])[C@@H:8]([C:9]3[S:10][CH:11]=[C:12]([CH3:14])[N:13]=3)[O:7][C:6]2=[O:15])=[C:29]([O:38][CH3:39])[CH:30]=1. The catalyst class is: 1.